Dataset: Full USPTO retrosynthesis dataset with 1.9M reactions from patents (1976-2016). Task: Predict the reactants needed to synthesize the given product. (1) Given the product [F:17][C:18]1[CH:19]=[C:20]([C:2]2[C:7]([O:8][CH2:9][C:10]([F:13])([F:12])[F:11])=[N:6][CH:5]=[C:4]([CH:3]=2)[C:14]([OH:16])=[O:15])[CH:21]=[CH:22][C:23]=1[F:24], predict the reactants needed to synthesize it. The reactants are: Br[C:2]1[CH:3]=[C:4]([C:14]([OH:16])=[O:15])[CH:5]=[N:6][C:7]=1[O:8][CH2:9][C:10]([F:13])([F:12])[F:11].[F:17][C:18]1[CH:19]=[C:20](B(O)O)[CH:21]=[CH:22][C:23]=1[F:24]. (2) Given the product [CH3:8][S:9][C:10](=[O:27])[CH2:11][C@H:12]([NH:20][C:21](=[O:26])[CH2:22][CH2:23][CH:24]=[CH2:25])[C:13]([OH:15])=[O:14], predict the reactants needed to synthesize it. The reactants are: FC(F)(F)C(O)=O.[CH3:8][S:9][C:10](=[O:27])[CH2:11][C@H:12]([NH:20][C:21](=[O:26])[CH2:22][CH2:23][CH:24]=[CH2:25])[C:13]([O:15]C(C)(C)C)=[O:14].